Dataset: Retrosynthesis with 50K atom-mapped reactions and 10 reaction types from USPTO. Task: Predict the reactants needed to synthesize the given product. (1) Given the product Nc1ncccc1C#CCc1ccccc1, predict the reactants needed to synthesize it. The reactants are: C#CCc1ccccc1.Nc1ncccc1I. (2) The reactants are: CCOC(=O)C(C(=O)OCC)=C1NC(C)=C(S(N)(=O)=O)S1.Nc1ccc(-c2ccccn2)cc1. Given the product CCOC(=O)C(C(=O)Nc1ccc(-c2ccccn2)cc1)=C1NC(C)=C(S(N)(=O)=O)S1, predict the reactants needed to synthesize it. (3) The reactants are: CC(C)[C@@H](Nc1cnc(C#N)c(Br)c1)C(N)=O.Cc1cc(N)sn1. Given the product Cc1cc(Nc2cc(N[C@@H](C(N)=O)C(C)C)cnc2C#N)sn1, predict the reactants needed to synthesize it. (4) Given the product CC(=O)C1=CCN(Cc2ccccc2)CC1, predict the reactants needed to synthesize it. The reactants are: CC(O)C1=CCN(Cc2ccccc2)CC1. (5) The reactants are: COC(=O)c1cc(C(O)CCCNC(=O)OC(C)(C)C)sc1C. Given the product COC(=O)c1cc(C2CCCN2C(=O)OC(C)(C)C)sc1C, predict the reactants needed to synthesize it. (6) Given the product COC(=O)Cc1ccc(OCC(C)NCC(O)c2cccc(Cl)c2)c(O)c1, predict the reactants needed to synthesize it. The reactants are: COC(=O)Cc1ccc(OCC(C)=O)c(O)c1.NCC(O)c1cccc(Cl)c1. (7) The reactants are: CC(C)(C)OC(=O)Nn1cccc1.Fc1ccccc1CCl. Given the product CC(C)(C)OC(=O)N(Cc1ccccc1F)n1cccc1, predict the reactants needed to synthesize it.